Dataset: HIV replication inhibition screening data with 41,000+ compounds from the AIDS Antiviral Screen. Task: Binary Classification. Given a drug SMILES string, predict its activity (active/inactive) in a high-throughput screening assay against a specified biological target. (1) The result is 0 (inactive). The drug is O=C(CC1SC(Nc2ccccc2Cl)=NC1=O)Nc1ccc(Cl)cc1Cl. (2) The molecule is N=C(N)NS(=O)(=O)c1ccc(NC(=O)c2cccc3c(NNc4ccc(S(N)(=O)=O)cc4)c4ccccc4nc23)cc1. The result is 0 (inactive). (3) The compound is CC(C)(C)OC(=O)N(CCCCN(CCCNC(=O)C(F)(F)F)C(=O)OC(C)(C)C)CCCNC(=O)C(F)(F)F. The result is 0 (inactive).